Dataset: Full USPTO retrosynthesis dataset with 1.9M reactions from patents (1976-2016). Task: Predict the reactants needed to synthesize the given product. (1) Given the product [CH2:23]([O:22][CH:21]([O:25][CH2:26][CH3:27])[CH2:20][O:18][C:9]1[CH:10]=[CH:11][C:12]([CH2:15][CH2:16][OH:17])=[C:13]([F:14])[C:8]=1[F:7])[CH3:24], predict the reactants needed to synthesize it. The reactants are: C(=O)([O-])[O-].[Cs+].[Cs+].[F:7][C:8]1[C:13]([F:14])=[C:12]([CH2:15][CH2:16][OH:17])[CH:11]=[CH:10][C:9]=1[OH:18].Br[CH2:20][CH:21]([O:25][CH2:26][CH3:27])[O:22][CH2:23][CH3:24].O. (2) Given the product [CH2:14]([C:18]1[CH:23]=[CH:22][C:21]([C:24]#[C:25][C:26]2[CH:27]=[CH:28][C:29]([N:32]([CH2:10][C:8]3[CH:7]=[CH:6][C:5]([F:12])=[C:4]([CH:9]=3)[C:3]([O:2][CH3:1])=[O:13])[CH2:33][CH2:34][CH2:35][CH2:36][CH2:37][CH3:38])=[CH:30][CH:31]=2)=[CH:20][CH:19]=1)[CH2:15][CH2:16][CH3:17], predict the reactants needed to synthesize it. The reactants are: [CH3:1][O:2][C:3](=[O:13])[C:4]1[CH:9]=[C:8]([CH:10]=O)[CH:7]=[CH:6][C:5]=1[F:12].[CH2:14]([C:18]1[CH:23]=[CH:22][C:21]([C:24]#[C:25][C:26]2[CH:31]=[CH:30][C:29]([NH2:32])=[CH:28][CH:27]=2)=[CH:20][CH:19]=1)[CH2:15][CH2:16][CH3:17].[CH:33](=O)[CH2:34][CH2:35][CH2:36][CH2:37][CH3:38].